Dataset: Forward reaction prediction with 1.9M reactions from USPTO patents (1976-2016). Task: Predict the product of the given reaction. (1) Given the reactants [NH:1]1[CH2:6][CH2:5][O:4][CH2:3][CH2:2]1.[Cl:7][C:8]1[C:31]([F:32])=[CH:30][CH:29]=[C:28]([F:33])[C:9]=1[CH2:10][N:11]1[CH2:16][CH2:15][NH:14][C:13]2[N:17]=[CH:18][C:19]([C:21]3[CH:26]=[CH:25][N:24]=[C:23](Cl)[CH:22]=3)=[CH:20][C:12]1=2, predict the reaction product. The product is: [Cl:7][C:8]1[C:31]([F:32])=[CH:30][CH:29]=[C:28]([F:33])[C:9]=1[CH2:10][N:11]1[CH2:16][CH2:15][NH:14][C:13]2[N:17]=[CH:18][C:19]([C:21]3[CH:22]=[CH:23][N:24]=[C:25]([N:1]4[CH2:6][CH2:5][O:4][CH2:3][CH2:2]4)[CH:26]=3)=[CH:20][C:12]1=2. (2) Given the reactants [CH3:1][C:2]1[CH:3]=[CH:4][C:5]([OH:13])=[C:6]2[C:10]3([CH2:12][CH2:11]3)[CH2:9][O:8][C:7]=12.CN(C=O)C.Cl[C:20]1[N:25]=[CH:24][C:23]([N:26]2[C:30](=[O:31])[C:29]([CH3:33])([CH3:32])[NH:28][C:27]2=[O:34])=[CH:22][N:21]=1, predict the reaction product. The product is: [CH3:32][C:29]1([CH3:33])[NH:28][C:27](=[O:34])[N:26]([C:23]2[CH:24]=[N:25][C:20]([O:13][C:5]3[C:6]4[C:10]5([CH2:9][O:8][C:7]=4[C:2]([CH3:1])=[CH:3][CH:4]=3)[CH2:12][CH2:11]5)=[N:21][CH:22]=2)[C:30]1=[O:31]. (3) Given the reactants [CH2:1]([O:3][C:4]([C:6]1[C:10]([CH3:11])=[CH:9][NH:8][C:7]=1[CH2:12][C:13]([OH:15])=O)=[O:5])[CH3:2].[N:16]1([CH2:22][CH2:23][NH2:24])[CH2:21][CH2:20][CH2:19][CH2:18][CH2:17]1.Cl.C(N=C=NCCCN(C)C)C.ON1C2C=CC=CC=2N=N1, predict the reaction product. The product is: [CH2:1]([O:3][C:4]([C:6]1[C:10]([CH3:11])=[CH:9][NH:8][C:7]=1[CH2:12][C:13](=[O:15])[NH:24][CH2:23][CH2:22][N:16]1[CH2:21][CH2:20][CH2:19][CH2:18][CH2:17]1)=[O:5])[CH3:2]. (4) Given the reactants Cl[CH2:2][CH2:3][O:4][C:5]1[C:35]([O:36][CH3:37])=[CH:34][C:8]2[CH:9]=[C:10]3[C:15](=[CH:16][C:7]=2[CH:6]=1)[N:14]=[CH:13][C:12]([C:17]#[N:18])=[C:11]3[NH:19][C:20]1[CH:25]=[CH:24][C:23]([S:26][C:27]2[N:28]([CH3:32])[CH:29]=[CH:30][N:31]=2)=[C:22]([Cl:33])[CH:21]=1.[NH:38]1[CH2:43][CH2:42][O:41][CH2:40][CH2:39]1.[I-].[Na+].C(=O)(O)[O-].[Na+], predict the reaction product. The product is: [Cl:33][C:22]1[CH:21]=[C:20]([NH:19][C:11]2[C:10]3[C:15](=[CH:16][C:7]4[CH:6]=[C:5]([O:4][CH2:3][CH2:2][N:38]5[CH2:43][CH2:42][O:41][CH2:40][CH2:39]5)[C:35]([O:36][CH3:37])=[CH:34][C:8]=4[CH:9]=3)[N:14]=[CH:13][C:12]=2[C:17]#[N:18])[CH:25]=[CH:24][C:23]=1[S:26][C:27]1[N:28]([CH3:32])[CH:29]=[CH:30][N:31]=1.